This data is from Forward reaction prediction with 1.9M reactions from USPTO patents (1976-2016). The task is: Predict the product of the given reaction. (1) Given the reactants F[B-](F)(F)F.[C:6]1(=[O:20])[N:10](OC(N(C)C)=[N+](C)C)[C:9](=[O:19])[CH2:8][CH2:7]1.[C:21]([O:25][CH2:26][C@H:27]([NH:31][C:32]([O:34][C:35]([CH3:38])([CH3:37])[CH3:36])=[O:33])[C:28]([OH:30])=[O:29])([CH3:24])([CH3:23])[CH3:22].C(N(CC)CC)C, predict the reaction product. The product is: [O:19]=[C:9]1[CH2:8][CH2:7][C:6](=[O:20])[N:10]1[O:29][C:28](=[O:30])[C@@H:27]([NH:31][C:32]([O:34][C:35]([CH3:38])([CH3:37])[CH3:36])=[O:33])[CH2:26][O:25][C:21]([CH3:23])([CH3:24])[CH3:22]. (2) The product is: [F:15][C:16]1[CH:17]=[CH:18][C:19]([CH3:29])=[C:20]2[C:24]=1[NH:23][C:22]([CH3:25])=[C:21]2[CH2:26][CH2:27][NH:28][C:11]([C:7]1[NH:8][C:9]2[C:5]([CH:6]=1)=[CH:4][CH:3]=[C:2]([Br:1])[CH:10]=2)=[O:13]. Given the reactants [Br:1][C:2]1[CH:10]=[C:9]2[C:5]([CH:6]=[C:7]([C:11]([OH:13])=O)[NH:8]2)=[CH:4][CH:3]=1.Cl.[F:15][C:16]1[CH:17]=[CH:18][C:19]([CH3:29])=[C:20]2[C:24]=1[NH:23][C:22]([CH3:25])=[C:21]2[CH2:26][CH2:27][NH2:28], predict the reaction product.